Predict the reactants needed to synthesize the given product. From a dataset of Full USPTO retrosynthesis dataset with 1.9M reactions from patents (1976-2016). (1) Given the product [Cl:8][C:6]1[CH:7]=[C:2]([C:31]2[C:32]([CH3:33])=[N:28][NH:29][C:30]=2[CH3:37])[CH:3]=[C:4]([Cl:20])[C:5]=1[C:9]([C:11]1[C:19]2[C:14](=[CH:15][N:16]=[CH:17][CH:18]=2)[NH:13][CH:12]=1)=[O:10], predict the reactants needed to synthesize it. The reactants are: Br[C:2]1[CH:7]=[C:6]([Cl:8])[C:5]([C:9]([C:11]2[C:19]3[C:14](=[CH:15][N:16]=[CH:17][CH:18]=3)[NH:13][CH:12]=2)=[O:10])=[C:4]([Cl:20])[CH:3]=1.C(OC([N:28]1[C:32]([CH3:33])=[C:31](B(O)O)[C:30]([CH3:37])=[N:29]1)=O)(C)(C)C.C(=O)([O-])[O-].[K+].[K+]. (2) Given the product [CH:1]1([CH2:4][CH2:5][N:6]2[C:11](=[O:12])[C:10]([C:37]([NH:36][CH2:39][C:40]([OH:42])=[O:41])=[O:38])=[C:9]([OH:13])[N:8]([C:14]3[CH:19]=[CH:18][CH:17]=[C:16]([C:20]4[N:24]=[C:23]([CH3:25])[O:22][N:21]=4)[CH:15]=3)[C:7]2=[O:26])[CH2:3][CH2:2]1, predict the reactants needed to synthesize it. The reactants are: [CH:1]1([CH2:4][CH2:5][N:6]2[C:11](=[O:12])[CH2:10][C:9](=[O:13])[N:8]([C:14]3[CH:19]=[CH:18][CH:17]=[C:16]([C:20]4[N:24]=[C:23]([CH3:25])[O:22][N:21]=4)[CH:15]=3)[C:7]2=[O:26])[CH2:3][CH2:2]1.C(N(C(C)C)CC)(C)C.[N:36]([CH2:39][C:40]([O:42]CC)=[O:41])=[C:37]=[O:38]. (3) Given the product [CH:1]1([C:4]([N:6]2[C:15]3[C:10](=[C:11]([O:27][C:28]4[CH:33]=[CH:32][CH:31]=[C:30]([O:37][CH3:36])[N:29]=4)[C:12]([C:16]4[CH:17]=[N:18][N:19]([CH:21]5[CH2:26][CH2:25][NH:24][CH2:23][CH2:22]5)[CH:20]=4)=[CH:13][CH:14]=3)[CH2:9][CH2:8][C@@H:7]2[CH3:35])=[O:5])[CH2:3][CH2:2]1, predict the reactants needed to synthesize it. The reactants are: [CH:1]1([C:4]([N:6]2[C:15]3[C:10](=[C:11]([O:27][C:28]4[CH:33]=[CH:32][CH:31]=[C:30](F)[N:29]=4)[C:12]([C:16]4[CH:17]=[N:18][N:19]([CH:21]5[CH2:26][CH2:25][NH:24][CH2:23][CH2:22]5)[CH:20]=4)=[CH:13][CH:14]=3)[CH2:9][CH2:8][C@@H:7]2[CH3:35])=[O:5])[CH2:3][CH2:2]1.[CH3:36][O-:37].[Na+].